This data is from Reaction yield outcomes from USPTO patents with 853,638 reactions. The task is: Predict the reaction yield, written as a fraction of the theoretical maximum amount of product (1.0 means a 100% yield; for example, 0.34 means a 34% yield). (1) The reactants are [C:1]([C:3]1[CH:4]=[C:5]([CH:9]=[CH:10][C:11]=1[O:12][CH:13]([CH3:15])[CH3:14])[C:6](Cl)=[O:7])#[N:2].O[NH:17][C:18](=[NH:37])[C:19]1[CH:27]=[CH:26][CH:25]=[C:24]2[C:20]=1[CH:21]=[N:22][N:23]2[CH2:28][C:29]([CH3:36])([CH3:35])[C:30]([O:32][CH2:33][CH3:34])=[O:31].C(N(CC)CC)C. The catalyst is C(#N)C. The product is [C:1]([C:3]1[CH:4]=[C:5]([C:6]2[O:7][N:17]=[C:18]([C:19]3[CH:27]=[CH:26][CH:25]=[C:24]4[C:20]=3[CH:21]=[N:22][N:23]4[CH2:28][C:29]([CH3:35])([CH3:36])[C:30]([O:32][CH2:33][CH3:34])=[O:31])[N:37]=2)[CH:9]=[CH:10][C:11]=1[O:12][CH:13]([CH3:15])[CH3:14])#[N:2]. The yield is 0.680. (2) The reactants are Cl.[CH2:2]([N:4]([CH2:8][CH3:9])[CH2:5][CH2:6][SH:7])[CH3:3].CO.[OH-].[Na+].Br[CH2:15][CH2:16][OH:17]. The catalyst is O. The product is [CH2:2]([N:4]([CH2:8][CH3:9])[CH2:5][CH2:6][S:7][CH2:15][CH2:16][OH:17])[CH3:3]. The yield is 0.870.